From a dataset of Catalyst prediction with 721,799 reactions and 888 catalyst types from USPTO. Predict which catalyst facilitates the given reaction. (1) Product: [NH:11]1[C:6]2([CH2:10][CH2:9][CH2:8][CH2:7]2)[CH2:5][CH2:4][C:3]1=[O:2]. The catalyst class is: 63. Reactant: C[O:2][C:3](=O)[CH2:4][CH2:5][C:6]1([N+:11]([O-])=O)[CH2:10][CH2:9][CH2:8][CH2:7]1.[H][H]. (2) Reactant: [OH:1][C:2]1[C:7]([C:8]([OH:10])=O)=[CH:6][N:5]=[C:4]([N:11]2[CH:15]=[CH:14][CH:13]=[N:12]2)[N:3]=1.[CH3:16]CN(C(C)C)C(C)C.CN(C(ON1N=NC2C=CC=NC1=2)=[N+](C)C)C.F[P-](F)(F)(F)(F)F.Cl.[NH2:50][C@@H:51]([C:63]1[CH:68]=[CH:67][C:66]([F:69])=[CH:65][C:64]=1[F:70])[C:52]1[CH:57]=[CH:56][C:55]([P:58]([CH3:62])(=[O:61])[O:59][CH3:60])=[CH:54][CH:53]=1. Product: [F:70][C:64]1[CH:65]=[C:66]([F:69])[CH:67]=[CH:68][C:63]=1[C@H:51]([NH:50][C:8]([C:7]1[C:2]([OH:1])=[N:3][C:4]([N:11]2[CH:15]=[CH:14][CH:13]=[N:12]2)=[N:5][CH:6]=1)=[O:10])[C:52]1[CH:53]=[CH:54][C:55]([P:58]([CH3:62])(=[O:61])[O:59][CH2:60][CH3:16])=[CH:56][CH:57]=1. The catalyst class is: 18. (3) Reactant: [F:1][C:2]([F:15])([F:14])[CH:3]([C:5]1[CH:10]=[CH:9][N:8]=[C:7]([C:11]([NH2:13])=O)[CH:6]=1)[CH3:4].[C:16](N1C=CN=C1)(N1C=CN=C1)=[O:17].[N:28]12CCCN=C1CCCCC2.Cl.[OH2:40]. Product: [F:1][C:2]([F:15])([F:14])[CH:3]([C:5]1[CH:10]=[CH:9][N:8]=[C:7]([C:11]2[NH:28][O:40][C:16](=[O:17])[N:13]=2)[CH:6]=1)[CH3:4]. The catalyst class is: 7. (4) Reactant: FC1C=C(F)C=CC=1CN1C(=O)C=CC(CO)=N1.[O:19]=[C:20]1[N:25]([CH2:26][C:27]([F:30])([F:29])[F:28])[N:24]=[C:23]([C:31](OCC)=[O:32])[CH2:22][CH2:21]1.[BH4-].[Na+]. Product: [OH:32][CH2:31][C:23]1[CH2:22][CH2:21][C:20](=[O:19])[N:25]([CH2:26][C:27]([F:30])([F:28])[F:29])[N:24]=1. The catalyst class is: 5.